This data is from Forward reaction prediction with 1.9M reactions from USPTO patents (1976-2016). The task is: Predict the product of the given reaction. (1) Given the reactants [CH2:1]([O:3][C:4](=[O:20])[CH:5]([O:17][CH2:18][CH3:19])[CH2:6][C:7]1[CH:12]=[CH:11][C:10]([OH:13])=[CH:9][C:8]=1[O:14][CH2:15][CH3:16])[CH3:2].Cl[CH2:22][C:23]1[N:24]=[C:25]([C:29]2[CH:34]=[CH:33][CH:32]=[C:31]([Cl:35])[CH:30]=2)[O:26][C:27]=1[CH3:28].ClC1C=C(C=CC=1)C=O.O=P(Cl)(Cl)Cl.C(=O)([O-])[O-].[K+].[K+], predict the reaction product. The product is: [CH2:1]([O:3][C:4](=[O:20])[CH:5]([O:17][CH2:18][CH3:19])[CH2:6][C:7]1[CH:12]=[CH:11][C:10]([O:13][CH2:22][C:23]2[N:24]=[C:25]([C:29]3[CH:34]=[CH:33][CH:32]=[C:31]([Cl:35])[CH:30]=3)[O:26][C:27]=2[CH3:28])=[CH:9][C:8]=1[O:14][CH2:15][CH3:16])[CH3:2]. (2) Given the reactants C[O:2]CCO[AlH2-]OCCOC.[Na+].C1(C)C=CC=CC=1.C[C:21]([O-:36])([O-])[C@H:22]([NH:27][C:28]([O:30][C:31]([CH3:34])([CH3:33])[CH3:32])=[O:29])[CH2:23][CH2:24][CH2:25][CH3:26].[OH-].[Na+], predict the reaction product. The product is: [C:31]([O:30][C:28](=[O:29])[NH:27][C@@H:22]([CH2:21][OH:36])[CH2:23][CH2:24][CH2:25][CH2:26][OH:2])([CH3:34])([CH3:33])[CH3:32]. (3) The product is: [CH3:1][N:2]1[C:6]2[CH:7]=[CH:8][CH:9]=[CH:10][C:5]=2[N:4]=[C:3]1[CH2:11][C:12]1[CH:21]=[CH:20][C:15]([C:16]([OH:18])=[O:17])=[CH:14][CH:13]=1. Given the reactants [CH3:1][N:2]1[C:6]2[CH:7]=[CH:8][CH:9]=[CH:10][C:5]=2[N:4]=[C:3]1[CH2:11][C:12]1[CH:21]=[CH:20][C:15]([C:16]([O:18]C)=[O:17])=[CH:14][CH:13]=1.[OH-].[Na+], predict the reaction product. (4) Given the reactants C([O:3][C:4]([CH:6]1[CH2:11][CH2:10][CH2:9][N:8]([CH:12]2[CH2:17][CH2:16][N:15]([CH2:18][CH2:19][C:20]3[CH:25]=[CH:24][C:23]([O:26][CH2:27][CH2:28][C:29]4[CH:34]=[CH:33][CH:32]=[CH:31][CH:30]=4)=[CH:22][CH:21]=3)[CH2:14][CH2:13]2)[CH2:7]1)=[O:5])C, predict the reaction product. The product is: [CH2:27]([O:26][C:23]1[CH:22]=[CH:21][C:20]([CH2:19][CH2:18][N:15]2[CH2:16][CH2:17][CH:12]([N:8]3[CH2:9][CH2:10][CH2:11][CH:6]([C:4]([OH:5])=[O:3])[CH2:7]3)[CH2:13][CH2:14]2)=[CH:25][CH:24]=1)[CH2:28][C:29]1[CH:30]=[CH:31][CH:32]=[CH:33][CH:34]=1. (5) The product is: [F:27][C:28]1[CH:33]=[CH:32][C:31]([C:34]2[N:36]=[C:24]([CH:10]3[CH2:11][CH:12]([C:14]4[CH:19]=[CH:18][C:17]([C:20]([F:22])([F:23])[F:21])=[CH:16][CH:15]=4)[CH2:13][N:8]([C:6]([N:4]4[CH2:5][CH:2]([OH:1])[CH2:3]4)=[O:7])[CH2:9]3)[O:26][N:35]=2)=[CH:30][CH:29]=1. Given the reactants [OH:1][CH:2]1[CH2:5][N:4]([C:6]([N:8]2[CH2:13][CH:12]([C:14]3[CH:19]=[CH:18][C:17]([C:20]([F:23])([F:22])[F:21])=[CH:16][CH:15]=3)[CH2:11][CH:10]([C:24]([OH:26])=O)[CH2:9]2)=[O:7])[CH2:3]1.[F:27][C:28]1[CH:33]=[CH:32][C:31]([C:34](=[N:36]O)[NH2:35])=[CH:30][CH:29]=1, predict the reaction product. (6) The product is: [Si:43]([O:19][CH2:18][C@@H:12]1[O:11][C@@H:10]([O:20][C@@H:21]2[C@H:26]3[CH2:27][O:28][C@H:24]([O:25]3)[C@H:23]([N:29]=[N+:30]=[N-:31])[C@H:22]2[O:32][CH3:33])[C@H:9]([O:8][CH2:7][C:6]2[CH:5]=[CH:4][C:3]([O:2][CH3:1])=[CH:35][CH:34]=2)[C@@H:14]([O:15][CH3:16])[C@@H:13]1[OH:17])([C:46]([CH3:49])([CH3:48])[CH3:47])([CH3:45])[CH3:44]. Given the reactants [CH3:1][O:2][C:3]1[CH:35]=[CH:34][C:6]([CH2:7][O:8][C@@H:9]2[C@@H:14]([O:15][CH3:16])[C@H:13]([OH:17])[C@H:12]([CH2:18][OH:19])[O:11][C@H:10]2[O:20][C@@H:21]2[C@H:26]3[CH2:27][O:28][C@H:24]([O:25]3)[C@H:23]([N:29]=[N+:30]=[N-:31])[C@H:22]2[O:32][CH3:33])=[CH:5][CH:4]=1.C(N(CC)CC)C.[Si:43](Cl)([C:46]([CH3:49])([CH3:48])[CH3:47])([CH3:45])[CH3:44], predict the reaction product. (7) The product is: [Br:14][C:15]1[CH:16]=[C:17]2[C:3]([NH:4][C:5](=[O:7])[CH3:6])=[C:2]([C:8]3[CH:13]=[CH:12][CH:11]=[CH:10][CH:9]=3)[NH:21][C:18]2=[N:19][CH:20]=1. Given the reactants O=[C:2]([C:8]1[CH:13]=[CH:12][CH:11]=[CH:10][CH:9]=1)[CH2:3][NH:4][C:5](=[O:7])[CH3:6].[Br:14][C:15]1[CH:16]=[CH:17][C:18]([NH:21]N)=[N:19][CH:20]=1, predict the reaction product.